Dataset: Full USPTO retrosynthesis dataset with 1.9M reactions from patents (1976-2016). Task: Predict the reactants needed to synthesize the given product. (1) Given the product [C:1]1([C:18]2[CH:23]=[CH:22][CH:21]=[CH:20][CH:19]=2)[CH:6]=[CH:5][CH:4]=[CH:3][C:2]=1[CH2:7][O:8][CH2:9][CH2:10][C:11]1[CH:16]=[CH:15][C:14]([NH:17][S:26]([C:25]([F:38])([F:37])[F:24])(=[O:28])=[O:27])=[CH:13][CH:12]=1, predict the reactants needed to synthesize it. The reactants are: [C:1]1([C:18]2[CH:23]=[CH:22][CH:21]=[CH:20][CH:19]=2)[CH:6]=[CH:5][CH:4]=[CH:3][C:2]=1[CH2:7][O:8][CH2:9][CH2:10][C:11]1[CH:16]=[CH:15][C:14]([NH2:17])=[CH:13][CH:12]=1.[F:24][C:25]([F:38])([F:37])[S:26](O[S:26]([C:25]([F:38])([F:37])[F:24])(=[O:28])=[O:27])(=[O:28])=[O:27]. (2) Given the product [CH:1]([N:3]1[CH2:7][CH2:6][CH2:5][C:4]1=[O:8])=[CH2:2].[C:17]([NH:19][CH2:6][CH2:5][CH2:4][N:3]([CH3:7])[CH3:1])(=[O:18])[C:16]([CH3:20])=[CH2:15], predict the reactants needed to synthesize it. The reactants are: [CH:1]([N:3]1[CH2:7][CH2:6][CH2:5][C:4]1=[O:8])=[CH2:2].CN(CCC[CH:15]=[C:16]([CH3:20])[C:17]([NH2:19])=[O:18])C. (3) The reactants are: [CH2:1]([O:3][C:4](=[O:24])[C:5]1[CH:10]=[CH:9][CH:8]=[C:7]([S:11][C:12]2[C:20]3[C:15](=[CH:16][C:17]([Cl:21])=[CH:18][CH:19]=3)[NH:14][C:13]=2[CH3:22])[C:6]=1[F:23])[CH3:2].Br[C:26]1[CH:27]=[N:28][CH:29]=[C:30]([CH2:32][CH3:33])[CH:31]=1. Given the product [CH2:1]([O:3][C:4](=[O:24])[C:5]1[CH:10]=[CH:9][CH:8]=[C:7]([S:11][C:12]2[C:20]3[C:15](=[CH:16][C:17]([Cl:21])=[CH:18][CH:19]=3)[N:14]([C:26]3[CH:27]=[N:28][CH:29]=[C:30]([CH2:32][CH3:33])[CH:31]=3)[C:13]=2[CH3:22])[C:6]=1[F:23])[CH3:2], predict the reactants needed to synthesize it. (4) The reactants are: [CH3:1][C:2]1[N:7]=[C:6]([N:8]2[CH2:13][CH2:12][CH2:11][CH2:10][CH2:9]2)[C:5]([C:14]([NH:16][C:17]2[CH:18]=[C:19]3[C:23](=[CH:24][CH:25]=2)[N:22](C(OC(C)(C)C)=O)[CH2:21][CH2:20]3)=[O:15])=[CH:4][CH:3]=1.FC(F)(F)C(O)=O. Given the product [NH:22]1[C:23]2[C:19](=[CH:18][C:17]([NH:16][C:14](=[O:15])[C:5]3[CH:4]=[CH:3][C:2]([CH3:1])=[N:7][C:6]=3[N:8]3[CH2:9][CH2:10][CH2:11][CH2:12][CH2:13]3)=[CH:25][CH:24]=2)[CH2:20][CH2:21]1, predict the reactants needed to synthesize it. (5) Given the product [Cl:35][C:30]1[C:29]([CH3:36])=[N:28][C:27]2[N:32]([N:33]=[C:25]3[CH2:24][N:23]([C:21]([C:16]4[CH:17]=[CH:18][CH:19]=[CH:20][C:15]=4[O:14][C@H:10]4[CH2:11][CH2:12][CH2:13][NH:8][CH2:9]4)=[O:22])[CH2:37][C:26]3=2)[C:31]=1[CH3:34], predict the reactants needed to synthesize it. The reactants are: C(OC([N:8]1[CH2:13][CH2:12][CH2:11][C@H:10]([O:14][C:15]2[CH:20]=[CH:19][CH:18]=[CH:17][C:16]=2[C:21]([N:23]2[CH2:37][C:26]3=[C:27]4[N:32]([N:33]=[C:25]3[CH2:24]2)[C:31]([CH3:34])=[C:30]([Cl:35])[C:29]([CH3:36])=[N:28]4)=[O:22])[CH2:9]1)=O)(C)(C)C.C(O)(C(F)(F)F)=O. (6) Given the product [C:1]1([NH:7][C:8](=[O:42])[CH2:9][CH2:10][C@H:11]([C@@H:13]2[C@:30]3([CH3:31])[C:16]([C:17]4[CH2:18][CH2:19][C@@H:20]5[C@:25]([C:27]=4[CH2:28][CH2:29]3)([CH3:26])[CH2:24][CH2:23][C@H:22]([OH:32])[C:21]5([CH3:41])[CH3:40])=[CH:15][CH2:14]2)[CH3:12])[CH:6]=[CH:5][CH:4]=[CH:3][CH:2]=1, predict the reactants needed to synthesize it. The reactants are: [C:1]1([NH:7][C:8](=[O:42])[CH2:9][CH2:10][C@H:11]([C@@H:13]2[C@:30]3([CH3:31])[C:16]([C:17]4[CH2:18][CH2:19][C@@H:20]5[C@:25]([C:27]=4[CH2:28][CH2:29]3)([CH3:26])[CH2:24][CH2:23][C@H:22]([O:32][Si](C(C)(C)C)(C)C)[C:21]5([CH3:41])[CH3:40])=[CH:15][CH2:14]2)[CH3:12])[CH:6]=[CH:5][CH:4]=[CH:3][CH:2]=1.Cl. (7) Given the product [CH3:1][C@H:2]1[N:7]([C:17]([O:16][C:13]([CH3:15])([CH3:14])[CH3:12])=[O:18])[CH2:6][C@@H:5]([C:8]([O:10][CH3:11])=[O:9])[CH2:4][CH2:3]1, predict the reactants needed to synthesize it. The reactants are: [CH3:1][C@H:2]1[NH:7][CH2:6][C@@H:5]([C:8]([O:10][CH3:11])=[O:9])[CH2:4][CH2:3]1.[CH3:12][C:13]([O:16][C:17](O[C:17]([O:16][C:13]([CH3:15])([CH3:14])[CH3:12])=[O:18])=[O:18])([CH3:15])[CH3:14]. (8) Given the product [NH2:22][C:18]1[C:17]([N+:15](=[N:14][C:13]2[C:9]([NH2:8])=[N:10][O:11][N:12]=2)[O-:16])=[N:21][O:20][N:19]=1, predict the reactants needed to synthesize it. The reactants are: OO.S(=O)(=O)(O)O.[NH2:8][C:9]1[C:13]([NH2:14])=[N:12][O:11][N:10]=1.[N:15]([C:17]1[C:18]([NH2:22])=[N:19][O:20][N:21]=1)=[O:16]. (9) Given the product [ClH:1].[OH:37][CH2:36][CH2:35][O:34]/[N:33]=[C:29](/[C:26]1[CH:27]=[CH:28][C:23]2[N:24]([C:20]([S:19][C:15]3[CH:16]=[C:17]4[C:12](=[CH:13][CH:14]=3)[N:11]=[CH:10][C:9]([N:6]3[CH2:7][CH2:8][C@H:4]([N:3]([CH3:32])[CH3:2])[CH2:5]3)=[CH:18]4)=[N:21][N:22]=2)[CH:25]=1)\[CH3:30], predict the reactants needed to synthesize it. The reactants are: [ClH:1].[CH3:2][N:3]([CH3:32])[C@H:4]1[CH2:8][CH2:7][N:6]([C:9]2[CH:10]=[N:11][C:12]3[C:17]([CH:18]=2)=[CH:16][C:15]([S:19][C:20]2[N:24]4[CH:25]=[C:26]([C:29](=O)[CH3:30])[CH:27]=[CH:28][C:23]4=[N:22][N:21]=2)=[CH:14][CH:13]=3)[CH2:5]1.[NH2:33][O:34][CH2:35][CH2:36][OH:37].